From a dataset of NCI-60 drug combinations with 297,098 pairs across 59 cell lines. Regression. Given two drug SMILES strings and cell line genomic features, predict the synergy score measuring deviation from expected non-interaction effect. (1) Drug 1: CS(=O)(=O)C1=CC(=C(C=C1)C(=O)NC2=CC(=C(C=C2)Cl)C3=CC=CC=N3)Cl. Drug 2: C1CN1P(=S)(N2CC2)N3CC3. Cell line: OVCAR-8. Synergy scores: CSS=23.3, Synergy_ZIP=-6.21, Synergy_Bliss=1.90, Synergy_Loewe=-8.70, Synergy_HSA=3.19. (2) Drug 1: C1C(C(OC1N2C=NC3=C(N=C(N=C32)Cl)N)CO)O. Drug 2: C1CN(CCN1C(=O)CCBr)C(=O)CCBr. Cell line: HCC-2998. Synergy scores: CSS=70.2, Synergy_ZIP=-3.34, Synergy_Bliss=-5.08, Synergy_Loewe=0.400, Synergy_HSA=2.31.